From a dataset of Cav3 T-type calcium channel HTS with 100,875 compounds. Binary Classification. Given a drug SMILES string, predict its activity (active/inactive) in a high-throughput screening assay against a specified biological target. (1) The drug is Clc1ccc(c2oc(NC)c(n2)C#N)cc1. The result is 0 (inactive). (2) The drug is S1CC(OC(=O)c2occc2)Cn2c3c(nc12)cccc3. The result is 0 (inactive). (3) The drug is Clc1cc(C2N=c3n([nH]nn3)C(C2)c2c(OC)c(OC)ccc2)ccc1OCC. The result is 1 (active).